From a dataset of Ames mutagenicity test results for genotoxicity prediction. Regression/Classification. Given a drug SMILES string, predict its toxicity properties. Task type varies by dataset: regression for continuous values (e.g., LD50, hERG inhibition percentage) or binary classification for toxic/non-toxic outcomes (e.g., AMES mutagenicity, cardiotoxicity, hepatotoxicity). Dataset: ames. (1) The result is 0 (non-mutagenic). The drug is O=[N+]([O-])c1cccc([N+](=O)[O-])c1O. (2) The result is 1 (mutagenic). The compound is O=NN1CCC(Cl)CC1. (3) The drug is O=[N+]([O-])c1ccc2ccc3ccc([N+](=O)[O-])cc3c2c1. The result is 1 (mutagenic). (4) The compound is BrCc1ccc2c(c1)-c1cccc3cccc-2c13. The result is 1 (mutagenic). (5) The compound is CCCCCCNC(=O)n1cc(F)c(=O)[nH]c1=O. The result is 0 (non-mutagenic).